From a dataset of Full USPTO retrosynthesis dataset with 1.9M reactions from patents (1976-2016). Predict the reactants needed to synthesize the given product. (1) Given the product [CH3:18][O:10][C:9]([C:6]1[CH:5]=[CH:4][C:3]([C:2]([F:12])([F:1])[F:13])=[CH:8][N:7]=1)=[O:11], predict the reactants needed to synthesize it. The reactants are: [F:1][C:2]([F:13])([F:12])[C:3]1[CH:4]=[CH:5][C:6]([C:9]([OH:11])=[O:10])=[N:7][CH:8]=1.S(Cl)(Cl)=O.[CH3:18]O. (2) The reactants are: ClC1C=C(C=CC=1)C(OO)=[O:6].[C:12]([O:16][C:17]([N:19]1[CH2:24][CH:23]=[CH:22][CH2:21][CH2:20]1)=[O:18])([CH3:15])([CH3:14])[CH3:13]. Given the product [C:12]([O:16][C:17]([N:19]1[CH2:20][CH2:21][C@@H:22]2[C@@H:23]([O:6]2)[CH2:24]1)=[O:18])([CH3:15])([CH3:13])[CH3:14], predict the reactants needed to synthesize it.